Dataset: Reaction yield outcomes from USPTO patents with 853,638 reactions. Task: Predict the reaction yield, written as a fraction of the theoretical maximum amount of product (1.0 means a 100% yield; for example, 0.34 means a 34% yield). (1) The reactants are [CH:1]([O:4][C:5]1[CH:12]=[CH:11][C:8]([CH:9]=O)=[CH:7][CH:6]=1)([CH3:3])[CH3:2].[C:13]([NH:16][NH2:17])([NH2:15])=[NH:14].Cl. No catalyst specified. The product is [CH:1]([O:4][C:5]1[CH:12]=[CH:11][C:8]([CH:9]=[N:17][NH:16][C:13]([NH2:15])=[NH:14])=[CH:7][CH:6]=1)([CH3:3])[CH3:2]. The yield is 0.670. (2) The reactants are [Br:1]N1C(=O)CCC1=O.[N:9]1([C:18]([O:20][C:21]([CH3:24])([CH3:23])[CH3:22])=[O:19])[CH2:13][CH2:12][CH2:11][CH:10]1[C:14]([O:16][CH3:17])=[O:15]. The catalyst is C(Cl)(Cl)(Cl)Cl. The product is [Br:1][C:11]1[CH:12]=[CH:13][N:9]([C:18]([O:20][C:21]([CH3:24])([CH3:23])[CH3:22])=[O:19])[C:10]=1[C:14]([O:16][CH3:17])=[O:15]. The yield is 0.391. (3) The reactants are O[CH2:2][C:3]1[N:8]=[C:7]([C:9]2[S:10][C:11]3[CH:19]=[CH:18][CH:17]=[CH:16][C:12]=3[C:13](=[O:15])[N:14]=2)[CH:6]=[CH:5][CH:4]=1.C(N(CC)CC)C.C[S:28](Cl)(=[O:30])=[O:29].[O:32]1[CH2:36]CCC1. The catalyst is O. The product is [O:15]=[C:13]1[C:12]2[CH:16]=[CH:17][CH:18]=[CH:19][C:11]=2[S:10][C:9]([C:7]2[N:8]=[C:3]([CH2:2][S:28]([O:32][CH3:36])(=[O:30])=[O:29])[CH:4]=[CH:5][CH:6]=2)=[N:14]1. The yield is 0.920.